The task is: Predict the product of the given reaction.. This data is from Forward reaction prediction with 1.9M reactions from USPTO patents (1976-2016). (1) Given the reactants [CH2:1]([C:3]1[C:4]([O:13][CH3:14])=[N:5][C:6]([CH3:12])=[C:7]([CH:11]=1)[C:8](O)=[O:9])[CH3:2].F[B-](F)(F)F.O=C1C=CC=C[N:22]1OC(N(C)C)=[N+](C)C.O.OC1C2N=NNC=2C=CC=1.N.O1CCOCC1.C(N(C(C)C)C(C)C)C, predict the reaction product. The product is: [CH2:1]([C:3]1[C:4]([O:13][CH3:14])=[N:5][C:6]([CH3:12])=[C:7]([CH:11]=1)[C:8]([NH2:22])=[O:9])[CH3:2]. (2) Given the reactants [NH:1]1[C:10]2[C:5](=[CH:6][CH:7]=[CH:8][CH:9]=2)[CH2:4][CH2:3][C:2]1=[O:11].[H-].[Na+].[Cl:14][CH2:15][CH2:16][CH2:17]I, predict the reaction product. The product is: [Cl:14][CH2:15][CH2:16][CH2:17][N:1]1[C:10]2[C:5](=[CH:6][CH:7]=[CH:8][CH:9]=2)[CH2:4][CH2:3][C:2]1=[O:11]. (3) Given the reactants C[O-].[Na+].[CH3:4][O:5][C:6]1[CH:7]=[C:8]([C:12]23[C:21](=[O:22])[CH2:20][CH2:19][CH2:18][CH:17]2[CH:16]([CH3:23])[C:15]2([O:27][CH2:26][CH2:25][O:24]2)[CH2:14][CH2:13]3)[CH:9]=[CH:10][CH:11]=1.[CH:28](OCC)=[O:29], predict the reaction product. The product is: [OH:29]/[CH:28]=[C:20]1\[C:21](=[O:22])[C:12]2([C:8]3[CH:9]=[CH:10][CH:11]=[C:6]([O:5][CH3:4])[CH:7]=3)[CH:17]([CH2:18][CH2:19]\1)[CH:16]([CH3:23])[C:15]1([O:24][CH2:25][CH2:26][O:27]1)[CH2:14][CH2:13]2.